This data is from Catalyst prediction with 721,799 reactions and 888 catalyst types from USPTO. The task is: Predict which catalyst facilitates the given reaction. (1) Reactant: Br[C:2]1[C:3]([N:17]2[CH:21]=[CH:20][C:19]([C:22]([F:25])([F:24])[F:23])=[N:18]2)=[N:4][C:5]([NH:8][C:9]2[CH:14]=[CH:13][C:12]([F:15])=[C:11]([Cl:16])[CH:10]=2)=[N:6][CH:7]=1.[B:26](OC(C)C)([O:31]C(C)C)[O:27]C(C)C.[Li]CCCC.Cl. Product: [Cl:16][C:11]1[CH:10]=[C:9]([NH:8][C:5]2[N:4]=[C:3]([N:17]3[CH:21]=[CH:20][C:19]([C:22]([F:25])([F:24])[F:23])=[N:18]3)[C:2]([B:26]([OH:31])[OH:27])=[CH:7][N:6]=2)[CH:14]=[CH:13][C:12]=1[F:15]. The catalyst class is: 182. (2) Reactant: [Cl:1][C:2]1[CH:3]=[CH:4][C:5]([OH:11])=[C:6]([C:8](=O)[CH3:9])[CH:7]=1.[C:12]([NH:20][NH2:21])(=[O:19])[C:13]1[CH:18]=[CH:17][CH:16]=[CH:15][CH:14]=1. Product: [Cl:1][C:2]1[CH:3]=[CH:4][C:5]([OH:11])=[C:6](/[C:8](=[N:21]/[NH:20][C:12](=[O:19])[C:13]2[CH:18]=[CH:17][CH:16]=[CH:15][CH:14]=2)/[CH3:9])[CH:7]=1. The catalyst class is: 130. (3) Reactant: O=[C:2]1[C:8]2[CH:9]=[CH:10][CH:11]=[CH:12][C:7]=2[O:6][CH2:5][CH2:4][CH:3]1[C:13]([O:15]CC)=O.C(O)(=O)C.[CH:22]([NH2:24])=[NH:23].C(OCC)(=O)C.Cl. Product: [N:23]1[C:2]2[C:8]3[CH:9]=[CH:10][CH:11]=[CH:12][C:7]=3[O:6][CH2:5][CH2:4][C:3]=2[C:13]([OH:15])=[N:24][CH:22]=1. The catalyst class is: 6.